This data is from Forward reaction prediction with 1.9M reactions from USPTO patents (1976-2016). The task is: Predict the product of the given reaction. (1) Given the reactants [F:1][CH2:2][CH2:3][CH2:4][OH:5].C(N(CC)CC)C.[C:13]1([CH3:23])[CH:18]=[CH:17][C:16]([S:19](Cl)(=[O:21])=[O:20])=[CH:15][CH:14]=1, predict the reaction product. The product is: [F:1][CH2:2][CH2:3][CH2:4][O:5][S:19]([C:16]1[CH:17]=[CH:18][C:13]([CH3:23])=[CH:14][CH:15]=1)(=[O:21])=[O:20]. (2) Given the reactants S(Cl)(Cl)=[O:2].C([O:12][C:13]1[CH:18]=[C:17]([C:19]2[CH:24]=[CH:23][CH:22]=[C:21]([C:25]([F:28])([F:27])[F:26])[CH:20]=2)[N:16]=[C:15]([C:29]#N)[N:14]=1)C1C=CC=CC=1.[CH3:31][OH:32], predict the reaction product. The product is: [CH3:31][O:32][C:29]([C:15]1[N:14]=[C:13]([OH:12])[CH:18]=[C:17]([C:19]2[CH:24]=[CH:23][CH:22]=[C:21]([C:25]([F:28])([F:27])[F:26])[CH:20]=2)[N:16]=1)=[O:2].